From a dataset of Full USPTO retrosynthesis dataset with 1.9M reactions from patents (1976-2016). Predict the reactants needed to synthesize the given product. Given the product [Cl:21][C:22]1[CH:27]=[CH:26][C:25]([C:2]2[C:7]([O:20][CH2:19][C:14]3[C:13]([CH3:12])=[CH:18][CH:17]=[CH:16][N:15]=3)=[N:6][CH:5]=[C:4]([CH:3]=2)[C:9]([NH:31][C@@H:32]2[CH2:37][CH2:36][CH2:35][CH2:34][C@H:33]2[OH:38])=[O:11])=[CH:24][CH:23]=1, predict the reactants needed to synthesize it. The reactants are: Br[C:2]1[CH:3]=[C:4]([C:9]([OH:11])=O)[CH:5]=[N:6][C:7]=1Cl.[CH3:12][C:13]1[C:14]([CH2:19][OH:20])=[N:15][CH:16]=[CH:17][CH:18]=1.[Cl:21][C:22]1[CH:27]=[CH:26][C:25](B(O)O)=[CH:24][CH:23]=1.[NH2:31][C@@H:32]1[CH2:37][CH2:36][CH2:35][CH2:34][C@H:33]1[OH:38].